Dataset: Full USPTO retrosynthesis dataset with 1.9M reactions from patents (1976-2016). Task: Predict the reactants needed to synthesize the given product. (1) The reactants are: [C:1]([O:5][C:6]([NH:8][CH:9]([CH:14]1[CH2:19][CH2:18][O:17][CH2:16][CH2:15]1)[C:10]([O:12]C)=[O:11])=[O:7])([CH3:4])([CH3:3])[CH3:2].[OH-].[Na+]. Given the product [C:1]([O:5][C:6]([NH:8][CH:9]([CH:14]1[CH2:15][CH2:16][O:17][CH2:18][CH2:19]1)[C:10]([OH:12])=[O:11])=[O:7])([CH3:4])([CH3:2])[CH3:3], predict the reactants needed to synthesize it. (2) Given the product [Br:1][C:2]1[CH:9]=[CH:8][C:7]([O:10][CH2:13][O:14][CH3:15])=[CH:6][C:3]=1[CH:4]=[O:5], predict the reactants needed to synthesize it. The reactants are: [Br:1][C:2]1[CH:9]=[CH:8][C:7]([OH:10])=[CH:6][C:3]=1[CH:4]=[O:5].[H-].[Na+].[CH3:13][O:14][CH2:15]Cl.[Cl-].[NH4+].